Dataset: Forward reaction prediction with 1.9M reactions from USPTO patents (1976-2016). Task: Predict the product of the given reaction. Given the reactants C([O:5][C:6]([C@:8]12[CH2:15][CH:14]([F:16])[CH2:13][C@H:12]1[C:11](=[O:17])[N:10]([C@@H:18]([C:20]1[CH:25]=[CH:24][CH:23]=[CH:22][CH:21]=1)[CH3:19])[CH2:9]2)=[O:7])(C)(C)C.FC(F)(F)C(O)=O, predict the reaction product. The product is: [F:16][CH:14]1[CH2:15][C@@:8]2([C:6]([OH:7])=[O:5])[C@H:12]([C:11](=[O:17])[N:10]([C@@H:18]([C:20]3[CH:25]=[CH:24][CH:23]=[CH:22][CH:21]=3)[CH3:19])[CH2:9]2)[CH2:13]1.